This data is from NCI-60 drug combinations with 297,098 pairs across 59 cell lines. The task is: Regression. Given two drug SMILES strings and cell line genomic features, predict the synergy score measuring deviation from expected non-interaction effect. (1) Synergy scores: CSS=26.8, Synergy_ZIP=1.62, Synergy_Bliss=3.21, Synergy_Loewe=-37.9, Synergy_HSA=0.584. Drug 1: CC=C1C(=O)NC(C(=O)OC2CC(=O)NC(C(=O)NC(CSSCCC=C2)C(=O)N1)C(C)C)C(C)C. Drug 2: CC12CCC3C(C1CCC2OP(=O)(O)O)CCC4=C3C=CC(=C4)OC(=O)N(CCCl)CCCl.[Na+]. Cell line: NCIH23. (2) Drug 2: CN(C(=O)NC(C=O)C(C(C(CO)O)O)O)N=O. Synergy scores: CSS=2.59, Synergy_ZIP=0.237, Synergy_Bliss=2.63, Synergy_Loewe=-3.06, Synergy_HSA=-3.27. Drug 1: CC1=C(C(CCC1)(C)C)C=CC(=CC=CC(=CC(=O)O)C)C. Cell line: MDA-MB-231. (3) Drug 2: N.N.Cl[Pt+2]Cl. Cell line: MCF7. Synergy scores: CSS=24.6, Synergy_ZIP=-3.51, Synergy_Bliss=3.10, Synergy_Loewe=-4.88, Synergy_HSA=4.06. Drug 1: C(CCl)NC(=O)N(CCCl)N=O. (4) Drug 2: CN1CCC(CC1)COC2=C(C=C3C(=C2)N=CN=C3NC4=C(C=C(C=C4)Br)F)OC. Cell line: SF-539. Synergy scores: CSS=14.8, Synergy_ZIP=0.244, Synergy_Bliss=3.86, Synergy_Loewe=5.36, Synergy_HSA=6.28. Drug 1: CC1=C(C=C(C=C1)NC2=NC=CC(=N2)N(C)C3=CC4=NN(C(=C4C=C3)C)C)S(=O)(=O)N.Cl. (5) Drug 1: C1C(C(OC1N2C=NC3=C(N=C(N=C32)Cl)N)CO)O. Drug 2: C1=NC2=C(N=C(N=C2N1C3C(C(C(O3)CO)O)O)F)N. Cell line: DU-145. Synergy scores: CSS=16.1, Synergy_ZIP=-4.74, Synergy_Bliss=9.59, Synergy_Loewe=3.28, Synergy_HSA=4.43. (6) Drug 1: C1=CC(=CC=C1CCCC(=O)O)N(CCCl)CCCl. Drug 2: C1C(C(OC1N2C=NC3=C(N=C(N=C32)Cl)N)CO)O. Cell line: A498. Synergy scores: CSS=27.1, Synergy_ZIP=-6.41, Synergy_Bliss=-0.484, Synergy_Loewe=0.302, Synergy_HSA=0.274.